Task: Predict the reactants needed to synthesize the given product.. Dataset: Full USPTO retrosynthesis dataset with 1.9M reactions from patents (1976-2016) (1) Given the product [CH:1]1([CH2:6][CH:7]([C:16]2[NH:20][C:19]([C:21]3[N:26]=[CH:25][C:24]([CH:27]([OH:30])[CH2:28][OH:29])=[CH:23][CH:22]=3)=[CH:18][CH:17]=2)[C:8]2[CH:13]=[CH:12][C:11]([S:39]([CH3:32])(=[O:41])=[O:38])=[CH:10][N:9]=2)[CH2:5][CH2:4][CH2:3][CH2:2]1, predict the reactants needed to synthesize it. The reactants are: [CH:1]1([CH2:6][CH:7]([C:16]2[NH:20][C:19]([C:21]3[N:26]=[CH:25][C:24]([CH:27]([OH:30])[CH2:28][OH:29])=[CH:23][CH:22]=3)=[CH:18][CH:17]=2)[C:8]2[CH:13]=[CH:12][C:11](SC)=[CH:10][N:9]=2)[CH2:5][CH2:4][CH2:3][CH2:2]1.O1CCC[CH2:32]1.O.O[O:38][S:39]([O-:41])=O.[K+]. (2) The reactants are: [CH3:1][O:2][C:3]1[CH:4]=[C:5]([CH:24]=[CH:25][C:26]=1[O:27][CH3:28])[CH2:6][NH:7][C:8]1[N:13]2[N:14]=[C:15]([C:17]3[O:18][CH:19]=[CH:20][CH:21]=3)[N:16]=[C:12]2[C:11]([CH:22]=O)=[CH:10][N:9]=1.[O:29]1[C:33]2([CH2:38][CH2:37][NH:36][CH2:35][CH2:34]2)[O:32][CH2:31][CH2:30]1.C(O[BH-](OC(=O)C)OC(=O)C)(=O)C.[Na+]. Given the product [CH3:1][O:2][C:3]1[CH:4]=[C:5]([CH:24]=[CH:25][C:26]=1[O:27][CH3:28])[CH2:6][NH:7][C:8]1[N:13]2[N:14]=[C:15]([C:17]3[O:18][CH:19]=[CH:20][CH:21]=3)[N:16]=[C:12]2[C:11]([CH2:22][N:36]2[CH2:37][CH2:38][C:33]3([O:32][CH2:31][CH2:30][O:29]3)[CH2:34][CH2:35]2)=[CH:10][N:9]=1, predict the reactants needed to synthesize it. (3) Given the product [CH3:42][N:43]1[CH:47]=[C:46]([S:48]([O:1][C:2]2[CH:10]=[CH:9][C:8]([C:11]3[N:12]([C:27]([O:29][C:30]([CH3:31])([CH3:33])[CH3:32])=[O:28])[C:13]4[C:18]([CH:19]=3)=[CH:17][C:16]([CH2:20][N:21]3[CH2:26][CH2:25][CH2:24][CH2:23][CH2:22]3)=[CH:15][CH:14]=4)=[C:7]3[C:3]=2[CH2:4][NH:5][C:6]3=[O:34])(=[O:50])=[O:49])[N:45]=[C:44]1[CH3:52], predict the reactants needed to synthesize it. The reactants are: [OH:1][C:2]1[CH:10]=[CH:9][C:8]([C:11]2[N:12]([C:27]([O:29][C:30]([CH3:33])([CH3:32])[CH3:31])=[O:28])[C:13]3[C:18]([CH:19]=2)=[CH:17][C:16]([CH2:20][N:21]2[CH2:26][CH2:25][CH2:24][CH2:23][CH2:22]2)=[CH:15][CH:14]=3)=[C:7]2[C:3]=1[CH2:4][NH:5][C:6]2=[O:34].C(N(CC)CC)C.[CH3:42][N:43]1[CH:47]=[C:46]([S:48](Cl)(=[O:50])=[O:49])[N:45]=[C:44]1[CH3:52]. (4) Given the product [Br:1][CH2:2][CH2:3][CH2:4][CH2:5][CH2:6][CH2:7][CH2:8][CH2:9][CH2:10][CH2:11][CH2:12][CH2:13][N:38]1[C:37](=[O:39])[C:36]2=[CH:40][CH:41]=[CH:42][CH:43]=[C:35]2[C:34]1=[O:44], predict the reactants needed to synthesize it. The reactants are: [Br:1][CH2:2][CH2:3][CH2:4][CH2:5][CH2:6][CH2:7][CH2:8][CH2:9][CH2:10][CH2:11][CH2:12][CH2:13]O.C1(P(C2C=CC=CC=2)C2C=CC=CC=2)C=CC=CC=1.[C:34]1(=[O:44])[NH:38][C:37](=[O:39])[C:36]2=[CH:40][CH:41]=[CH:42][CH:43]=[C:35]12.N(C(OC(C)C)=O)=NC(OC(C)C)=O. (5) The reactants are: Br[C:2]1[S:3][C:4]2[C:10]([C:11]3[CH:16]=[CH:15][C:14]([Cl:17])=[CH:13][CH:12]=3)=[C:9]([C@H:18]([O:24][C:25]([CH3:28])([CH3:27])[CH3:26])[C:19]([O:21][CH2:22][CH3:23])=[O:20])[C:8]([CH3:29])=[CH:7][C:5]=2[N:6]=1.[Br:30][C:31]1[CH:36]=[CH:35][C:34](B(O)O)=[CH:33][CH:32]=1.C([O-])([O-])=O.[K+].[K+]. Given the product [Br:30][C:31]1[CH:36]=[CH:35][C:34]([C:2]2[S:3][C:4]3[C:10]([C:11]4[CH:12]=[CH:13][C:14]([Cl:17])=[CH:15][CH:16]=4)=[C:9]([C@H:18]([O:24][C:25]([CH3:28])([CH3:26])[CH3:27])[C:19]([O:21][CH2:22][CH3:23])=[O:20])[C:8]([CH3:29])=[CH:7][C:5]=3[N:6]=2)=[CH:33][CH:32]=1, predict the reactants needed to synthesize it. (6) Given the product [NH2:1][C@@H:2]([CH2:25][C:26]1[CH:31]=[CH:30][CH:29]=[C:28]([Cl:32])[CH:27]=1)[CH2:3][NH:4][C:8]1[S:9][C:10]([C:16]2[S:17][C:18]3[CH:19]=[N:20][CH:21]=[CH:22][C:23]=3[N:24]=2)=[C:11]([CH2:13][O:14][CH3:15])[N:12]=1, predict the reactants needed to synthesize it. The reactants are: [NH2:1][C@@H:2]([CH2:25][C:26]1[CH:31]=[CH:30][CH:29]=[C:28]([Cl:32])[CH:27]=1)[CH2:3][N:4]([C:8]1[S:9][C:10]([C:16]2[S:17][C:18]3[CH:19]=[N:20][CH:21]=[CH:22][C:23]=3[N:24]=2)=[C:11]([CH2:13][O:14][CH3:15])[N:12]=1)C(=O)C.C1COCC1.Cl.[OH-].[Na+]. (7) Given the product [Cl:1][C:2]1[CH:3]=[CH:4][C:5]([CH:8]([C:35]2[CH:36]=[CH:37][C:38]([Cl:41])=[CH:39][CH:40]=2)[C:9]2[CH:10]=[C:11]3[C:16](=[CH:17][CH:18]=2)[N:15]=[CH:14][N:13]=[C:12]3[NH:19][CH:20]2[CH2:21][CH2:22][N:23]([C:26]3[CH:34]=[CH:33][C:29]([C:30]([NH2:43])=[O:32])=[CH:28][CH:27]=3)[CH2:24][CH2:25]2)=[CH:6][CH:7]=1, predict the reactants needed to synthesize it. The reactants are: [Cl:1][C:2]1[CH:7]=[CH:6][C:5]([CH:8]([C:35]2[CH:40]=[CH:39][C:38]([Cl:41])=[CH:37][CH:36]=2)[C:9]2[CH:10]=[C:11]3[C:16](=[CH:17][CH:18]=2)[N:15]=[CH:14][N:13]=[C:12]3[NH:19][CH:20]2[CH2:25][CH2:24][N:23]([C:26]3[CH:34]=[CH:33][C:29]([C:30]([OH:32])=O)=[CH:28][CH:27]=3)[CH2:22][CH2:21]2)=[CH:4][CH:3]=1.C[N:43](C(ON1N=NC2C=CC=NC1=2)=[N+](C)C)C.F[P-](F)(F)(F)(F)F.[NH4+].[Cl-].CCN(C(C)C)C(C)C.